From a dataset of NCI-60 drug combinations with 297,098 pairs across 59 cell lines. Regression. Given two drug SMILES strings and cell line genomic features, predict the synergy score measuring deviation from expected non-interaction effect. (1) Drug 1: CC(CN1CC(=O)NC(=O)C1)N2CC(=O)NC(=O)C2. Drug 2: CC1=C2C(C(=O)C3(C(CC4C(C3C(C(C2(C)C)(CC1OC(=O)C(C(C5=CC=CC=C5)NC(=O)OC(C)(C)C)O)O)OC(=O)C6=CC=CC=C6)(CO4)OC(=O)C)O)C)O. Cell line: SK-OV-3. Synergy scores: CSS=40.3, Synergy_ZIP=0.991, Synergy_Bliss=1.37, Synergy_Loewe=-31.5, Synergy_HSA=3.95. (2) Drug 1: CC(CN1CC(=O)NC(=O)C1)N2CC(=O)NC(=O)C2. Drug 2: CC1=C(C=C(C=C1)C(=O)NC2=CC(=CC(=C2)C(F)(F)F)N3C=C(N=C3)C)NC4=NC=CC(=N4)C5=CN=CC=C5. Cell line: CCRF-CEM. Synergy scores: CSS=58.7, Synergy_ZIP=0.210, Synergy_Bliss=-0.0420, Synergy_Loewe=-3.96, Synergy_HSA=-3.71. (3) Drug 1: CCC1(CC2CC(C3=C(CCN(C2)C1)C4=CC=CC=C4N3)(C5=C(C=C6C(=C5)C78CCN9C7C(C=CC9)(C(C(C8N6C)(C(=O)OC)O)OC(=O)C)CC)OC)C(=O)OC)O.OS(=O)(=O)O. Drug 2: COCCOC1=C(C=C2C(=C1)C(=NC=N2)NC3=CC=CC(=C3)C#C)OCCOC.Cl. Cell line: HL-60(TB). Synergy scores: CSS=-15.4, Synergy_ZIP=3.50, Synergy_Bliss=-7.05, Synergy_Loewe=-20.0, Synergy_HSA=-20.8. (4) Drug 1: CC1C(C(CC(O1)OC2CC(CC3=C2C(=C4C(=C3O)C(=O)C5=C(C4=O)C(=CC=C5)OC)O)(C(=O)C)O)N)O.Cl. Drug 2: C1CCC(CC1)NC(=O)N(CCCl)N=O. Cell line: DU-145. Synergy scores: CSS=5.97, Synergy_ZIP=-5.72, Synergy_Bliss=-0.00110, Synergy_Loewe=-4.24, Synergy_HSA=-0.233. (5) Drug 1: CN(CC1=CN=C2C(=N1)C(=NC(=N2)N)N)C3=CC=C(C=C3)C(=O)NC(CCC(=O)O)C(=O)O. Drug 2: CS(=O)(=O)OCCCCOS(=O)(=O)C. Cell line: IGROV1. Synergy scores: CSS=41.3, Synergy_ZIP=-0.120, Synergy_Bliss=0.676, Synergy_Loewe=-36.5, Synergy_HSA=-1.35.